This data is from NCI-60 drug combinations with 297,098 pairs across 59 cell lines. The task is: Regression. Given two drug SMILES strings and cell line genomic features, predict the synergy score measuring deviation from expected non-interaction effect. (1) Drug 1: C1=NC2=C(N1)C(=S)N=CN2. Drug 2: CC1CCC2CC(C(=CC=CC=CC(CC(C(=O)C(C(C(=CC(C(=O)CC(OC(=O)C3CCCCN3C(=O)C(=O)C1(O2)O)C(C)CC4CCC(C(C4)OC)O)C)C)O)OC)C)C)C)OC. Cell line: CCRF-CEM. Synergy scores: CSS=-2.61, Synergy_ZIP=-4.96, Synergy_Bliss=-9.61, Synergy_Loewe=-8.92, Synergy_HSA=-8.13. (2) Drug 1: CC1OCC2C(O1)C(C(C(O2)OC3C4COC(=O)C4C(C5=CC6=C(C=C35)OCO6)C7=CC(=C(C(=C7)OC)O)OC)O)O. Drug 2: C1C(C(OC1N2C=NC3=C(N=C(N=C32)Cl)N)CO)O. Cell line: SR. Synergy scores: CSS=67.1, Synergy_ZIP=0.585, Synergy_Bliss=0.143, Synergy_Loewe=1.03, Synergy_HSA=2.85. (3) Drug 1: C1=NC2=C(N=C(N=C2N1C3C(C(C(O3)CO)O)F)Cl)N. Drug 2: CNC(=O)C1=NC=CC(=C1)OC2=CC=C(C=C2)NC(=O)NC3=CC(=C(C=C3)Cl)C(F)(F)F. Cell line: SF-268. Synergy scores: CSS=-0.860, Synergy_ZIP=0.924, Synergy_Bliss=3.36, Synergy_Loewe=-6.23, Synergy_HSA=-1.41. (4) Drug 1: CCC1(CC2CC(C3=C(CCN(C2)C1)C4=CC=CC=C4N3)(C5=C(C=C6C(=C5)C78CCN9C7C(C=CC9)(C(C(C8N6C)(C(=O)OC)O)OC(=O)C)CC)OC)C(=O)OC)O.OS(=O)(=O)O. Drug 2: C(CN)CNCCSP(=O)(O)O. Cell line: UACC-257. Synergy scores: CSS=1.22, Synergy_ZIP=0.216, Synergy_Bliss=-0.186, Synergy_Loewe=0.561, Synergy_HSA=-0.531. (5) Drug 1: CC1OCC2C(O1)C(C(C(O2)OC3C4COC(=O)C4C(C5=CC6=C(C=C35)OCO6)C7=CC(=C(C(=C7)OC)O)OC)O)O. Drug 2: C1=NC2=C(N1)C(=S)N=CN2. Cell line: CCRF-CEM. Synergy scores: CSS=68.0, Synergy_ZIP=-1.88, Synergy_Bliss=-2.64, Synergy_Loewe=-3.12, Synergy_HSA=0.853. (6) Drug 1: CC12CCC3C(C1CCC2NC(=O)OCC(F)(F)F)CCC4C3(C=CC(=O)N4C)C. Drug 2: CCC1=CC2CC(C3=C(CN(C2)C1)C4=CC=CC=C4N3)(C5=C(C=C6C(=C5)C78CCN9C7C(C=CC9)(C(C(C8N6C)(C(=O)OC)O)OC(=O)C)CC)OC)C(=O)OC. Cell line: UACC62. Synergy scores: CSS=31.1, Synergy_ZIP=0.398, Synergy_Bliss=-3.29, Synergy_Loewe=-31.4, Synergy_HSA=-3.84. (7) Drug 1: CN(C)C1=NC(=NC(=N1)N(C)C)N(C)C. Drug 2: B(C(CC(C)C)NC(=O)C(CC1=CC=CC=C1)NC(=O)C2=NC=CN=C2)(O)O. Cell line: HS 578T. Synergy scores: CSS=-8.95, Synergy_ZIP=2.98, Synergy_Bliss=2.39, Synergy_Loewe=-5.73, Synergy_HSA=-4.91. (8) Cell line: PC-3. Drug 1: C1CCN(CC1)CCOC2=CC=C(C=C2)C(=O)C3=C(SC4=C3C=CC(=C4)O)C5=CC=C(C=C5)O. Synergy scores: CSS=0.916, Synergy_ZIP=2.55, Synergy_Bliss=3.60, Synergy_Loewe=2.90, Synergy_HSA=1.69. Drug 2: CC12CCC3C(C1CCC2O)C(CC4=C3C=CC(=C4)O)CCCCCCCCCS(=O)CCCC(C(F)(F)F)(F)F.